Dataset: Peptide-MHC class I binding affinity with 185,985 pairs from IEDB/IMGT. Task: Regression. Given a peptide amino acid sequence and an MHC pseudo amino acid sequence, predict their binding affinity value. This is MHC class I binding data. (1) The peptide sequence is STLERTSKASLER. The MHC is HLA-A26:01 with pseudo-sequence HLA-A26:01. The binding affinity (normalized) is 0. (2) The peptide sequence is TLYAVATTVI. The MHC is HLA-A02:03 with pseudo-sequence HLA-A02:03. The binding affinity (normalized) is 0.512. (3) The peptide sequence is TPGPGIRYPL. The MHC is HLA-B44:02 with pseudo-sequence HLA-B44:02. The binding affinity (normalized) is 0.